This data is from Reaction yield outcomes from USPTO patents with 853,638 reactions. The task is: Predict the reaction yield, written as a fraction of the theoretical maximum amount of product (1.0 means a 100% yield; for example, 0.34 means a 34% yield). The reactants are [F:1][C:2]1[CH:7]=[CH:6][C:5]([C:8](=[O:12])[CH2:9][C:10]#[N:11])=[CH:4][CH:3]=1.[CH3:13][C:14]1[CH:15]=[C:16]([NH2:20])[CH:17]=[CH:18][CH:19]=1. The catalyst is C(O)C. The product is [F:1][C:2]1[CH:3]=[CH:4][C:5]([C:8](=[O:12])[CH2:9][C:10](=[NH:11])[NH:20][C:16]2[CH:17]=[CH:18][CH:19]=[C:14]([CH3:13])[CH:15]=2)=[CH:6][CH:7]=1. The yield is 0.490.